From a dataset of Full USPTO retrosynthesis dataset with 1.9M reactions from patents (1976-2016). Predict the reactants needed to synthesize the given product. (1) Given the product [OH:13][CH:10]1[CH2:11][CH2:12][NH:8][CH:9]1[CH2:21][C:22](=[O:35])[CH2:23][N:24]1[C:29](=[O:30])[C:28]2[N:31]=[CH:32][CH:33]=[CH:34][C:27]=2[N:26]=[CH:25]1, predict the reactants needed to synthesize it. The reactants are: C(OC([N:8]1[CH2:12][CH2:11][CH:10]([O:13]CC2C=CC=CC=2)[CH:9]1[CH2:21][C:22](=[O:35])[CH2:23][N:24]1[C:29](=[O:30])[C:28]2[N:31]=[CH:32][CH:33]=[CH:34][C:27]=2[N:26]=[CH:25]1)=O)(C)(C)C.Cl.C(O)C.O. (2) Given the product [Br:1][C:2]1[CH:7]=[CH:6][C:5]([OH:8])=[CH:4][C:3]=1[N+:10]([O-:12])=[O:11], predict the reactants needed to synthesize it. The reactants are: [Br:1][C:2]1[CH:7]=[CH:6][C:5]([O:8]C)=[CH:4][C:3]=1[N+:10]([O-:12])=[O:11].B(Br)(Br)Br.O. (3) Given the product [F:12][C:13]1[CH:14]=[CH:15][C:16]([NH:19][C:20]2[N:25]=[CH:24][C:23]3[CH:26]=[C:27]([C:33]4[CH:37]=[N:36][NH:35][CH:34]=4)[NH:28][C:22]=3[CH:21]=2)=[CH:17][CH:18]=1, predict the reactants needed to synthesize it. The reactants are: C1CCN2C(=NCCC2)CC1.[F:12][C:13]1[CH:18]=[CH:17][C:16]([NH:19][C:20]2[N:25]=[CH:24][C:23]3[CH:26]=[C:27]([C:33]4[CH:34]=[N:35][NH:36][CH:37]=4)[N:28](S(C)(=O)=O)[C:22]=3[CH:21]=2)=[CH:15][CH:14]=1. (4) Given the product [C:22]1([CH:21]([N:20]2[CH2:19][C:12]3[CH:13]=[C:14]4[C:9](=[CH:10][C:11]=3[O:29][CH2:28]2)[O:8][CH2:7][C:6]([C:5]2[CH:17]=[CH:18][C:2]([OH:1])=[CH:3][CH:4]=2)=[CH:15]4)[CH3:30])[CH:27]=[CH:26][CH:25]=[CH:24][CH:23]=1, predict the reactants needed to synthesize it. The reactants are: [OH:1][C:2]1[CH:18]=[CH:17][C:5]([C:6]2[CH2:7][O:8][C:9]3[C:14]([CH:15]=2)=[CH:13][CH:12]=[C:11](O)[CH:10]=3)=[CH:4][CH:3]=1.[CH3:19][NH:20][CH2:21][C:22]1[CH:27]=[CH:26][CH:25]=[CH:24][CH:23]=1.[CH2:28]=[O:29].[CH2:30](O)C. (5) The reactants are: Br[C:2]1[CH:11]=[N:10][CH:9]=[CH:8][C:3]=1[C:4]([O:6][CH3:7])=[O:5].[CH:12]1([CH:17]2[CH2:22]C(=O)[CH2:20][CH2:19][O:18]2)[CH2:16][CH2:15][CH2:14][CH2:13]1.CC1(C)C2C(=C(P(C3C=CC=CC=3)C3C=CC=CC=3)C=CC=2)OC2C(P(C3C=CC=CC=3)C3C=CC=CC=3)=CC=CC1=2.C([O-])([O-])=O.[Cs+].[Cs+]. Given the product [CH:12]1([CH:17]2[CH2:22][C:7]3[O:6][C:4](=[O:5])[C:3]4[CH:8]=[CH:9][N:10]=[CH:11][C:2]=4[C:20]=3[CH2:19][O:18]2)[CH2:16][CH2:15][CH2:14][CH2:13]1, predict the reactants needed to synthesize it. (6) Given the product [CH2:12]([CH:14]([CH2:27][CH3:28])[CH2:15][O:16][C:17](=[O:26])[C:18]1[CH:23]=[CH:22][C:21]([CH2:24][N:36]2[CH2:37][C:38](=[O:39])[N:34]([CH2:33][C:32]3[CH:42]=[CH:43][C:44]([O:46][CH3:47])=[CH:45][C:31]=3[O:30][CH3:29])[S:35]2(=[O:40])=[O:41])=[CH:20][CH:19]=1)[CH3:13], predict the reactants needed to synthesize it. The reactants are: C1CCN2C(=NCCC2)CC1.[CH2:12]([CH:14]([CH2:27][CH3:28])[CH2:15][O:16][C:17](=[O:26])[C:18]1[CH:23]=[CH:22][C:21]([CH2:24]Br)=[CH:20][CH:19]=1)[CH3:13].[CH3:29][O:30][C:31]1[CH:45]=[C:44]([O:46][CH3:47])[CH:43]=[CH:42][C:32]=1[CH2:33][N:34]1[C:38](=[O:39])[CH2:37][NH:36][S:35]1(=[O:41])=[O:40].